From a dataset of Full USPTO retrosynthesis dataset with 1.9M reactions from patents (1976-2016). Predict the reactants needed to synthesize the given product. (1) Given the product [Cl:41][C:38]1[CH:39]=[CH:40][C:35]([CH:26]([C:23]2[CH:24]=[CH:25][C:20]([Cl:19])=[CH:21][CH:22]=2)[C:27]2[S:31][C:30]([C:32]([NH:2][C@@H:3]([CH2:8][CH2:9][CH2:10][NH:11][C:12]([O:14][C:15]([CH3:18])([CH3:17])[CH3:16])=[O:13])[C:4]([O:6][CH3:7])=[O:5])=[O:33])=[CH:29][CH:28]=2)=[CH:36][CH:37]=1, predict the reactants needed to synthesize it. The reactants are: Cl.[NH2:2][C@@H:3]([CH2:8][CH2:9][CH2:10][NH:11][C:12]([O:14][C:15]([CH3:18])([CH3:17])[CH3:16])=[O:13])[C:4]([O:6][CH3:7])=[O:5].[Cl:19][C:20]1[CH:25]=[CH:24][C:23]([CH:26]([C:35]2[CH:40]=[CH:39][C:38]([Cl:41])=[CH:37][CH:36]=2)[C:27]2[S:31][C:30]([C:32](O)=[O:33])=[CH:29][CH:28]=2)=[CH:22][CH:21]=1.C(N(C(C)C)CC)(C)C.CN(C(ON1N=NC2C=CC=CC1=2)=[N+](C)C)C.F[P-](F)(F)(F)(F)F. (2) Given the product [CH2:36]([N:37]([CH3:39])[C:24]([CH:21]1[CH2:22][CH2:23][N:18]([C:16]([C:8]2[N:7]([CH2:6][C:5]3[CH:4]=[CH:3][C:2]([Cl:1])=[CH:28][CH:27]=3)[C:15]3[C:10]([CH:9]=2)=[CH:11][CH:12]=[CH:13][CH:14]=3)=[O:17])[CH2:19][CH2:20]1)=[O:25])[C:35]1[CH:34]=[CH:46][CH:45]=[CH:44][CH:49]=1, predict the reactants needed to synthesize it. The reactants are: [Cl:1][C:2]1[CH:28]=[CH:27][C:5]([CH2:6][N:7]2[C:15]3[C:10](=[CH:11][CH:12]=[CH:13][CH:14]=3)[CH:9]=[C:8]2[C:16]([N:18]2[CH2:23][CH2:22][CH:21]([C:24](O)=[O:25])[CH2:20][CH2:19]2)=[O:17])=[CH:4][CH:3]=1.C(N=C=N[CH2:34][CH2:35][CH2:36][N:37]([CH3:39])C)C.ON1[C:45]2[CH:46]=CC=[CH:49][C:44]=2N=N1.C(N(CC)C(C)C)(C)C.CNC1C(C(C)C)CCC(C2C=CC=CC=2)(C)C1. (3) The reactants are: [CH3:1][C:2]1[CH:7]=[C:6]([N+:8]([O-:10])=[O:9])[CH:5]=[CH:4][C:3]=1[N:11]=[C:12]=[S:13].[CH2:14]([NH2:18])[CH:15]([CH3:17])[CH3:16].Cl[CH2:20][C:21](O)=[O:22]. Given the product [CH3:1][C:2]1[CH:7]=[C:6]([N+:8]([O-:10])=[O:9])[CH:5]=[CH:4][C:3]=1[N:11]=[C:12]1[N:18]([CH2:14][CH:15]([CH3:17])[CH3:16])[C:21](=[O:22])[CH2:20][S:13]1, predict the reactants needed to synthesize it. (4) Given the product [CH2:34]([O:41][C:42]1[C:43]([C:58]([N:71]([CH2:70][CH2:69][O:68][Si:61]([C:64]([CH3:67])([CH3:66])[CH3:65])([CH3:63])[CH3:62])[CH2:72][C:73]2[CH:78]=[CH:77][C:76]([F:79])=[CH:75][CH:74]=2)=[O:59])=[N:44][CH:45]=[CH:46][C:47]=1[O:48][CH2:49][C:50]1[CH:55]=[CH:54][C:53]([O:56][CH2:57][CH3:1])=[CH:52][CH:51]=1)[C:35]1[CH:36]=[CH:37][CH:38]=[CH:39][CH:40]=1, predict the reactants needed to synthesize it. The reactants are: [CH2:1]1CN([P+](ON2N=NC3C=CC=CC2=3)(N2CCCC2)N2CCCC2)CC1.F[P-](F)(F)(F)(F)F.[CH2:34]([O:41][C:42]1[C:43]([C:58](O)=[O:59])=[N:44][CH:45]=[CH:46][C:47]=1[O:48][CH2:49][C:50]1[CH:55]=[CH:54][C:53]([O:56][CH3:57])=[CH:52][CH:51]=1)[C:35]1[CH:40]=[CH:39][CH:38]=[CH:37][CH:36]=1.[Si:61]([O:68][CH2:69][CH2:70][NH:71][CH2:72][C:73]1[CH:78]=[CH:77][C:76]([F:79])=[CH:75][CH:74]=1)([C:64]([CH3:67])([CH3:66])[CH3:65])([CH3:63])[CH3:62].CCN(CC)CC. (5) Given the product [CH:33]1[C:34]2[C:39](=[CH:38][CH:37]=[CH:36][CH:35]=2)[CH:40]=[CH:41][C:32]=1[C:30]1[CH:29]=[CH:28][N:27]=[C:26]([N:1]2[CH2:7][CH2:6][CH2:5][CH:4]([NH2:8])[CH2:3][CH2:2]2)[N:31]=1, predict the reactants needed to synthesize it. The reactants are: [NH:1]1[CH2:7][CH2:6][CH2:5][CH:4]([NH:8]C(=O)OC(C)(C)C)[CH2:3][CH2:2]1.CCN(C(C)C)C(C)C.Cl[C:26]1[N:31]=[C:30]([C:32]2[CH:41]=[CH:40][C:39]3[C:34](=[CH:35][CH:36]=[CH:37][CH:38]=3)[CH:33]=2)[CH:29]=[CH:28][N:27]=1.